This data is from KCNQ2 potassium channel screen with 302,405 compounds. The task is: Binary Classification. Given a drug SMILES string, predict its activity (active/inactive) in a high-throughput screening assay against a specified biological target. (1) The compound is O=c1[nH]nc(Cc2ccc([N+]([O-])=O)cc2)c2c1cccc2. The result is 0 (inactive). (2) The compound is S(CC(=O)N1CCOCC1)c1[nH]c(CCC)cc(=O)n1. The result is 0 (inactive).